The task is: Predict the reactants needed to synthesize the given product.. This data is from Full USPTO retrosynthesis dataset with 1.9M reactions from patents (1976-2016). (1) Given the product [F:18][C:19]([F:32])([F:31])[S:20]([O:10][C:5]1[CH:6]=[CH:7][CH:8]=[CH:9][C:4]=1[N+:1]([O-:3])=[O:2])(=[O:22])=[O:21], predict the reactants needed to synthesize it. The reactants are: [N+:1]([C:4]1[CH:9]=[CH:8][CH:7]=[CH:6][C:5]=1[OH:10])([O-:3])=[O:2].C(N(CC)CC)C.[F:18][C:19]([F:32])([F:31])[S:20](O[S:20]([C:19]([F:32])([F:31])[F:18])(=[O:22])=[O:21])(=[O:22])=[O:21].[Cl-].[NH4+]. (2) Given the product [Cl:25][C:22]1[CH:23]=[CH:24][C:19]([C@@H:8]([C:5]2[CH:6]=[CH:7][C:2]([C:30]3[CH:38]=[CH:37][C:33]([C:34]([OH:36])=[O:35])=[CH:32][CH:31]=3)=[CH:3][CH:4]=2)[CH2:9][C:10]([C:12]2[CH:17]=[CH:16][N:15]=[C:14]([CH3:18])[CH:13]=2)=[O:11])=[C:20]([CH3:26])[CH:21]=1, predict the reactants needed to synthesize it. The reactants are: Br[C:2]1[CH:7]=[CH:6][C:5]([C@H:8]([C:19]2[CH:24]=[CH:23][C:22]([Cl:25])=[CH:21][C:20]=2[CH3:26])[CH2:9][C:10]([C:12]2[CH:17]=[CH:16][N:15]=[C:14]([CH3:18])[CH:13]=2)=[O:11])=[CH:4][CH:3]=1.B([C:30]1[CH:38]=[CH:37][C:33]([C:34]([OH:36])=[O:35])=[CH:32][CH:31]=1)(O)O.